From a dataset of Retrosynthesis with 50K atom-mapped reactions and 10 reaction types from USPTO. Predict the reactants needed to synthesize the given product. (1) Given the product COC(=O)CCCc1nnc(-c2ccc(NC(=O)Nc3cccc(C(F)(F)F)c3)cc2)o1, predict the reactants needed to synthesize it. The reactants are: COC(=O)CCCc1nnc(-c2ccc(N)cc2)o1.O=C=Nc1cccc(C(F)(F)F)c1. (2) Given the product CC(C)c1nc(-c2cccc(NS(=O)(=O)c3c(F)cccc3F)c2F)c(-c2ccnc(Nc3ccc(N4CCN(CCF)CC4)c(F)c3)n2)s1, predict the reactants needed to synthesize it. The reactants are: CC(C)c1nc(-c2cccc(NS(=O)(=O)c3c(F)cccc3F)c2F)c(-c2ccnc(Cl)n2)s1.Nc1ccc(N2CCN(CCF)CC2)c(F)c1. (3) Given the product COc1cccc2cccnc12, predict the reactants needed to synthesize it. The reactants are: CI.Oc1cccc2cccnc12. (4) Given the product CC(=O)NCC#Cc1cc2c(Nc3ccc(OCc4cccc(F)c4)c(Cl)c3)ncnc2s1, predict the reactants needed to synthesize it. The reactants are: C#CCNC(C)=O.Fc1cccc(COc2ccc(Nc3ncnc4sc(Br)cc34)cc2Cl)c1.